Dataset: Full USPTO retrosynthesis dataset with 1.9M reactions from patents (1976-2016). Task: Predict the reactants needed to synthesize the given product. (1) Given the product [NH2:25][CH2:24][CH2:23][CH2:22][C@H:18]([NH:17][C:15]([C:13]1[S:14][C:10]([CH:9]([C:5]2[CH:6]=[CH:7][CH:8]=[C:3]([C:2]([F:44])([F:1])[F:43])[CH:4]=2)[C:33]2[CH:38]=[CH:37][CH:36]=[C:35]([C:39]([F:40])([F:41])[F:42])[CH:34]=2)=[CH:11][CH:12]=1)=[O:16])[C:19]([OH:21])=[O:20].[C:45]([OH:51])([C:47]([F:50])([F:49])[F:48])=[O:46], predict the reactants needed to synthesize it. The reactants are: [F:1][C:2]([F:44])([F:43])[C:3]1[CH:4]=[C:5]([CH:9]([C:33]2[CH:38]=[CH:37][CH:36]=[C:35]([C:39]([F:42])([F:41])[F:40])[CH:34]=2)[C:10]2[S:14][C:13]([C:15]([NH:17][C@@H:18]([CH2:22][CH2:23][CH2:24][NH:25]C(OC(C)(C)C)=O)[C:19]([OH:21])=[O:20])=[O:16])=[CH:12][CH:11]=2)[CH:6]=[CH:7][CH:8]=1.[C:45]([OH:51])([C:47]([F:50])([F:49])[F:48])=[O:46].C([SiH](CC)CC)C. (2) Given the product [O:34]=[C:18]1[CH:17]([NH:16][C:14](=[O:15])[C@H:13]([O:35][CH3:36])[C@H:7]([OH:8])[C@@H:6]([OH:37])[C@H:5]([OH:10])/[CH:4]=[CH:3]/[C:2]([CH3:39])([CH3:1])[CH3:38])[CH2:23][N:22]([C:24]([O:26][CH2:27][C:28]2[CH:33]=[CH:32][CH:31]=[CH:30][CH:29]=2)=[O:25])[CH2:21][CH2:20][NH:19]1, predict the reactants needed to synthesize it. The reactants are: [CH3:1][C:2]([CH3:39])([CH3:38])/[CH:3]=[CH:4]/[C@H:5]1[O:10]C(C)(C)[O:8][C@@H:7]([C@@H:13]([O:35][CH3:36])[C:14]([NH:16][CH:17]2[CH2:23][N:22]([C:24]([O:26][CH2:27][C:28]3[CH:33]=[CH:32][CH:31]=[CH:30][CH:29]=3)=[O:25])[CH2:21][CH2:20][NH:19][C:18]2=[O:34])=[O:15])[C@H:6]1[OH:37].Cl.[OH-].[Na+]. (3) Given the product [C:2]1([CH2:1][C:8]2[CH:13]=[CH:12][C:11]([CH:25]=[O:26])=[CH:10][CH:9]=2)[CH:7]=[CH:6][CH:5]=[CH:4][CH:3]=1, predict the reactants needed to synthesize it. The reactants are: [CH2:1]([C:8]1[CH:13]=[CH:12][C:11](Br)=[CH:10][CH:9]=1)[C:2]1[CH:7]=[CH:6][CH:5]=[CH:4][CH:3]=1.C1(CC2C=C(C=CC=2)[CH:25]=[O:26])C=CC=CC=1.[Li]CCCC.CN(C=O)C. (4) Given the product [C:45]([C:43]1[CH:44]=[C:39]([C:13]2[CH:14]=[CH:15][CH:16]=[C:11]([C:10]3[N:5]([CH2:4][C:3]4[CH:33]=[CH:34][C:35]([CH3:37])=[CH:36][C:2]=4[CH3:1])[C:6](=[O:32])[C:7]([C:30]#[N:31])=[C:8]([C:26]([F:28])([F:27])[F:29])[CH:9]=3)[CH:12]=2)[CH:40]=[CH:41][C:42]=1[OH:48])(=[O:47])[CH3:46], predict the reactants needed to synthesize it. The reactants are: [CH3:1][C:2]1[CH:36]=[C:35]([CH3:37])[CH:34]=[CH:33][C:3]=1[CH2:4][N:5]1[C:10]([C:11]2[CH:16]=[CH:15][CH:14]=[C:13](B3OC(C)(C)C(C)(C)O3)[CH:12]=2)=[CH:9][C:8]([C:26]([F:29])([F:28])[F:27])=[C:7]([C:30]#[N:31])[C:6]1=[O:32].Br[C:39]1[CH:40]=[CH:41][C:42]([OH:48])=[C:43]([C:45](=[O:47])[CH3:46])[CH:44]=1.C([O-])([O-])=O.[K+].[K+].N#N. (5) The reactants are: [Cl:1][C:2]1[CH:8]=[CH:7][C:5]([NH2:6])=[CH:4][CH:3]=1.[C:9]([O:15][CH2:16][CH3:17])(=[O:14])[CH2:10][C:11]([CH3:13])=O.C(O)(=O)C. Given the product [Cl:1][C:2]1[CH:8]=[CH:7][C:5]([NH:6][C:11]([CH3:13])=[CH:10][C:9]([O:15][CH2:16][CH3:17])=[O:14])=[CH:4][CH:3]=1, predict the reactants needed to synthesize it. (6) Given the product [Cl:33][C:34]1[NH:42][C:41]2[C:40](=[O:43])[N:39]([CH2:44][CH2:45][CH2:46][CH2:47][C:48]3[N:49]=[C:1]([C:2]4[CH:3]=[CH:4][CH:5]=[CH:6][CH:7]=4)[O:9][N:51]=3)[C:38](=[O:52])[N:37]([CH2:53][CH2:54][CH2:55][CH2:56][CH3:57])[C:36]=2[N:35]=1, predict the reactants needed to synthesize it. The reactants are: [C:1]([OH:9])(=O)[C:2]1[CH:7]=[CH:6][CH:5]=[CH:4][CH:3]=1.O.N1(O)C2C=CC=CC=2N=N1.Cl.CN(C)CCCN=C=NCC.[Cl:33][C:34]1[NH:42][C:41]2[C:40](=[O:43])[N:39]([CH2:44][CH2:45][CH2:46][CH2:47][C:48](=[NH:51])[NH:49]O)[C:38](=[O:52])[N:37]([CH2:53][CH2:54][CH2:55][CH2:56][CH3:57])[C:36]=2[N:35]=1.